This data is from Catalyst prediction with 721,799 reactions and 888 catalyst types from USPTO. The task is: Predict which catalyst facilitates the given reaction. (1) Reactant: [C:1]([O:5][C:6]([N:8]1[C:16]2[C:11](=[CH:12][C:13]([C:17]#[C:18][CH2:19][CH2:20][CH2:21][OH:22])=[CH:14][CH:15]=2)[CH:10]=[CH:9]1)=[O:7])([CH3:4])([CH3:3])[CH3:2]. Product: [C:1]([O:5][C:6]([N:8]1[C:16]2[C:11](=[CH:12][C:13]([CH2:17][CH2:18][CH2:19][CH2:20][CH2:21][OH:22])=[CH:14][CH:15]=2)[CH:10]=[CH:9]1)=[O:7])([CH3:4])([CH3:3])[CH3:2]. The catalyst class is: 19. (2) Reactant: COC1C=CC(C[N:8](CC2C=CC(OC)=CC=2)[C:9]2[N:14]=[C:13]([C:15]3[C:16]([NH:33][C:34]4[CH:35]=[N:36][C:37]([O:40][CH3:41])=[CH:38][CH:39]=4)=[N:17][CH:18]=[C:19]([CH:21]([C:23]4[CH:28]=[CH:27][C:26]([S:29]([CH3:32])(=[O:31])=[O:30])=[CH:25][CH:24]=4)[CH3:22])[CH:20]=3)[N:12]=[C:11]([CH3:42])[N:10]=2)=CC=1. Product: [CH3:41][O:40][C:37]1[N:36]=[CH:35][C:34]([NH:33][C:16]2[C:15]([C:13]3[N:12]=[C:11]([CH3:42])[N:10]=[C:9]([NH2:8])[N:14]=3)=[CH:20][C:19]([CH:21]([C:23]3[CH:28]=[CH:27][C:26]([S:29]([CH3:32])(=[O:30])=[O:31])=[CH:25][CH:24]=3)[CH3:22])=[CH:18][N:17]=2)=[CH:39][CH:38]=1. The catalyst class is: 55. (3) Reactant: [Cl:1][C:2]1[CH:3]=[CH:4][C:5]2[N:6]([N:8]=[C:9]([C:14]3[CH:19]=[CH:18][CH:17]=[CH:16][CH:15]=3)[C:10]=2C(O)=O)[CH:7]=1. Product: [Cl:1][C:2]1[CH:3]=[CH:4][C:5]2[N:6]([N:8]=[C:9]([C:14]3[CH:19]=[CH:18][CH:17]=[CH:16][CH:15]=3)[CH:10]=2)[CH:7]=1. The catalyst class is: 262. (4) Reactant: Cl[C:2]1[N:11]=[C:10]([C:12]2[CH:20]=[CH:19][CH:18]=[C:17]3[C:13]=2[C:14]([CH3:31])=[CH:15][N:16]3[S:21]([C:24]2[CH:30]=[CH:29][C:27]([CH3:28])=[CH:26][CH:25]=2)(=[O:23])=[O:22])[CH:9]=[C:8]([CH3:32])[C:3]=1[C:4]([O:6][CH3:7])=[O:5].[CH2:33]([Sn](CCCC)(CCCC)C=C)[CH2:34]CC. Product: [CH3:32][C:8]1[C:3]([C:4]([O:6][CH3:7])=[O:5])=[C:2]([CH:33]=[CH2:34])[N:11]=[C:10]([C:12]2[CH:20]=[CH:19][CH:18]=[C:17]3[C:13]=2[C:14]([CH3:31])=[CH:15][N:16]3[S:21]([C:24]2[CH:25]=[CH:26][C:27]([CH3:28])=[CH:29][CH:30]=2)(=[O:22])=[O:23])[CH:9]=1. The catalyst class is: 3.